From a dataset of Forward reaction prediction with 1.9M reactions from USPTO patents (1976-2016). Predict the product of the given reaction. (1) Given the reactants Cl.[N+:2]([C:5]1[CH:6]=[C:7]([S:18]([NH2:21])(=[O:20])=[O:19])[CH:8]=[CH:9][C:10]=1[NH:11][CH:12]1[CH2:17][CH2:16][NH:15][CH2:14][CH2:13]1)([O-:4])=[O:3].[F:22][CH:23]([F:26])[CH2:24]I.C(NC(C)C)(C)C, predict the reaction product. The product is: [F:22][CH:23]([F:26])[CH2:24][N:15]1[CH2:16][CH2:17][CH:12]([NH:11][C:10]2[CH:9]=[CH:8][C:7]([S:18]([NH2:21])(=[O:19])=[O:20])=[CH:6][C:5]=2[N+:2]([O-:4])=[O:3])[CH2:13][CH2:14]1. (2) Given the reactants [H-].[Na+].CS(O[CH2:8][CH:9]([S:14][CH2:15][CH2:16][CH2:17][CH2:18][CH2:19][CH2:20][CH2:21][CH2:22]/[CH:23]=[CH:24]\[CH2:25]/[CH:26]=[CH:27]\[CH2:28][CH2:29][CH2:30][CH2:31][CH3:32])[CH2:10][N:11]([CH3:13])[CH3:12])(=O)=O, predict the reaction product. The product is: [CH2:15]([S:14][CH2:8][CH:9]([S:14][CH2:15][CH2:16][CH2:17][CH2:18][CH2:19][CH2:20][CH2:21][CH2:22]/[CH:23]=[CH:24]\[CH2:25]/[CH:26]=[CH:27]\[CH2:28][CH2:29][CH2:30][CH2:31][CH3:32])[CH2:10][N:11]([CH3:12])[CH3:13])[CH2:16][CH2:17][CH2:18][CH2:19][CH2:20][CH2:21][CH2:22]/[CH:23]=[CH:24]\[CH2:25]/[CH:26]=[CH:27]\[CH2:28][CH2:29][CH2:30][CH2:31][CH3:32]. (3) Given the reactants [CH3:1][O:2][C:3]([C@H:5]1[CH2:13][C:12]2[C:7](=[CH:8][CH:9]=[CH:10][CH:11]=2)[N:6]1[S:14]([C:17]1[CH:22]=[CH:21][C:20]([O:23]CC2C=CC=CC=2)=[CH:19][CH:18]=1)(=[O:16])=[O:15])=[O:4], predict the reaction product. The product is: [CH3:1][O:2][C:3]([C@H:5]1[CH2:13][C:12]2[C:7](=[CH:8][CH:9]=[CH:10][CH:11]=2)[N:6]1[S:14]([C:17]1[CH:18]=[CH:19][C:20]([OH:23])=[CH:21][CH:22]=1)(=[O:16])=[O:15])=[O:4]. (4) The product is: [F:45][C:42]1[CH:43]=[CH:44][C:39]([C:17]2[N:16]([CH2:15][CH2:14][CH:12]([OH:11])[CH2:13][CH:8]([OH:9])[CH2:7][C:6]([OH:48])=[O:5])[C:20]([CH:21]([CH3:23])[CH3:22])=[C:19]([C:24]([NH:25][C:26]3[CH:31]=[CH:30][CH:29]=[CH:28][CH:27]=3)=[O:32])[C:18]=2[C:33]2[CH:38]=[CH:37][CH:36]=[CH:35][CH:34]=2)=[CH:40][CH:41]=1. Given the reactants C([O:5][C:6](=[O:48])[CH2:7][CH:8]1[CH2:13][CH:12]([CH2:14][CH2:15][N:16]2[C:20]([CH:21]([CH3:23])[CH3:22])=[C:19]([C:24](=[O:32])[NH:25][C:26]3[CH:31]=[CH:30][CH:29]=[CH:28][CH:27]=3)[C:18]([C:33]3[CH:38]=[CH:37][CH:36]=[CH:35][CH:34]=3)=[C:17]2[C:39]2[CH:44]=[CH:43][C:42]([F:45])=[CH:41][CH:40]=2)[O:11]C(C)(C)[O:9]1)(C)(C)C.Cl.[OH-].[Na+], predict the reaction product. (5) Given the reactants Cl[C:2]1[CH:3]=[C:4]2[C:9](=[CH:10][CH:11]=1)[C:8]([C:12]1[CH:17]=[CH:16][C:15]([CH3:18])=[CH:14][C:13]=1[CH3:19])=[N:7][N:6]=[CH:5]2.[CH:20]1([NH:23][C:24](=[O:41])[C:25]2[CH:30]=[CH:29][C:28]([CH3:31])=[C:27](B3OC(C)(C)C(C)(C)O3)[CH:26]=2)[CH2:22][CH2:21]1.C1(P(C2CCCCC2)C2C=CC=CC=2C2C=CC=CC=2C)CCCCC1.C(=O)([O-])[O-].[K+].[K+], predict the reaction product. The product is: [CH:20]1([NH:23][C:24](=[O:41])[C:25]2[CH:30]=[CH:29][C:28]([CH3:31])=[C:27]([C:2]3[CH:3]=[C:4]4[C:9](=[CH:10][CH:11]=3)[C:8]([C:12]3[CH:17]=[CH:16][C:15]([CH3:18])=[CH:14][C:13]=3[CH3:19])=[N:7][N:6]=[CH:5]4)[CH:26]=2)[CH2:21][CH2:22]1. (6) Given the reactants [OH:1][CH2:2][C@H:3]1[N:7](C(OC(C)(C)C)=O)[CH2:6][C@@H:5]2[O:15]C(C)(C)[O:17][C@H:4]12.O.[ClH:21].O1CCOCC1, predict the reaction product. The product is: [ClH:21].[OH:1][CH2:2][C@@H:3]1[C@@H:4]([OH:17])[C@@H:5]([OH:15])[CH2:6][NH:7]1. (7) Given the reactants [CH2:1]([C:3]1[CH:4]=[C:5]([OH:8])[NH:6][N:7]=1)[CH3:2].C(=O)([O-])[O-].[Cs+].[Cs+].Br[CH:16]([CH3:27])[C:17]([C:19]1[CH:24]=[CH:23][C:22]([Cl:25])=[CH:21][C:20]=1[Cl:26])=[O:18], predict the reaction product. The product is: [Cl:26][C:20]1[CH:21]=[C:22]([Cl:25])[CH:23]=[CH:24][C:19]=1[C:17](=[O:18])[CH:16]([O:8][C:5]1[NH:6][N:7]=[C:3]([CH2:1][CH3:2])[CH:4]=1)[CH3:27]. (8) Given the reactants C(=O)([O-])N.C(OC([N:12]1[CH2:16][CH2:15][C:14]2([CH2:20][CH2:19][N:18]([C:21]3[CH:26]=[CH:25][C:24]([N:27]4[CH:36]=[CH:35][C:34]5[C:29](=[CH:30][CH:31]=[C:32]([O:37][CH2:38][CH:39]6[CH2:41][CH2:40]6)[CH:33]=5)[C:28]4=[O:42])=[CH:23][C:22]=3[F:43])[CH2:17]2)[CH2:13]1)=O)(C)(C)C, predict the reaction product. The product is: [CH:39]1([CH2:38][O:37][C:32]2[CH:33]=[C:34]3[C:29](=[CH:30][CH:31]=2)[C:28](=[O:42])[N:27]([C:24]2[CH:25]=[CH:26][C:21]([N:18]4[CH2:19][CH2:20][C:14]5([CH2:15][CH2:16][NH:12][CH2:13]5)[CH2:17]4)=[C:22]([F:43])[CH:23]=2)[CH:36]=[CH:35]3)[CH2:41][CH2:40]1. (9) The product is: [Cl:12][C:4]1[CH:3]=[C:2]([N:16]2[CH2:17][CH2:18][CH:14]([OH:13])[CH2:15]2)[CH:7]=[C:6]([C:8]([F:11])([F:10])[F:9])[CH:5]=1. Given the reactants Br[C:2]1[CH:7]=[C:6]([C:8]([F:11])([F:10])[F:9])[CH:5]=[C:4]([Cl:12])[CH:3]=1.[OH:13][CH:14]1[CH2:18][CH2:17][NH:16][CH2:15]1.C1(P(C2C=CC=CC=2)C2C=CC3C(=CC=CC=3)C=2C2C3C(=CC=CC=3)C=CC=2P(C2C=CC=CC=2)C2C=CC=CC=2)C=CC=CC=1.C(=O)([O-])[O-].[Cs+].[Cs+], predict the reaction product.